This data is from Forward reaction prediction with 1.9M reactions from USPTO patents (1976-2016). The task is: Predict the product of the given reaction. (1) Given the reactants [Cl:1][C:2]([F:27])([F:26])[O:3][C:4]1[CH:9]=[CH:8][C:7]([NH:10][C:11](=[O:25])[C:12]2[CH:17]=[C:16](I)[C:15]([N:19]3[CH2:22][CH:21]([CH2:23][OH:24])[CH2:20]3)=[N:14][CH:13]=2)=[CH:6][CH:5]=1.[F:28][C:29]1[CH:30]=[N:31][NH:32][C:33]=1[Sn](CCCC)(CCCC)CCCC.CCOC(C)=O, predict the reaction product. The product is: [Cl:1][C:2]([F:27])([F:26])[O:3][C:4]1[CH:9]=[CH:8][C:7]([NH:10][C:11](=[O:25])[C:12]2[CH:17]=[C:16]([C:33]3[NH:32][N:31]=[CH:30][C:29]=3[F:28])[C:15]([N:19]3[CH2:22][CH:21]([CH2:23][OH:24])[CH2:20]3)=[N:14][CH:13]=2)=[CH:6][CH:5]=1. (2) Given the reactants O[CH:2]1[C:11]2[C:6](=[CH:7][CH:8]=[CH:9][CH:10]=2)[NH:5][C:4](=[O:12])[C:3]1([CH3:14])[CH3:13].[CH:15]1[N:19]=[CH:18][N:17](C([N:17]2[CH:18]=[N:19][CH:15]=[CH:16]2)=O)[CH:16]=1, predict the reaction product. The product is: [N:17]1([CH:2]2[C:11]3[C:6](=[CH:7][CH:8]=[CH:9][CH:10]=3)[NH:5][C:4](=[O:12])[C:3]2([CH3:14])[CH3:13])[CH:16]=[CH:15][N:19]=[CH:18]1.